This data is from Reaction yield outcomes from USPTO patents with 853,638 reactions. The task is: Predict the reaction yield, written as a fraction of the theoretical maximum amount of product (1.0 means a 100% yield; for example, 0.34 means a 34% yield). The product is [CH2:36]1[CH:41]2[CH2:42][CH2:43][CH2:44][CH2:45][N:40]2[CH2:39][CH2:38][N:37]1[C:46]1[CH:55]=[CH:54][C:49]([C:50]([NH:11][C:12]2[NH:16][N:15]=[C:14]([CH2:24][CH2:25][C:26]3[CH:27]=[C:28]([O:34][CH3:35])[CH:29]=[C:30]([O:32][CH3:33])[CH:31]=3)[CH:13]=2)=[O:51])=[CH:48][CH:47]=1. The catalyst is C1COCC1. The yield is 0.0900. The reactants are C[Si]([N-][Si](C)(C)C)(C)C.[Na+].[NH2:11][C:12]1[N:16](C(OC(C)(C)C)=O)[N:15]=[C:14]([CH2:24][CH2:25][C:26]2[CH:31]=[C:30]([O:32][CH3:33])[CH:29]=[C:28]([O:34][CH3:35])[CH:27]=2)[CH:13]=1.[CH2:36]1[CH:41]2[CH2:42][CH2:43][CH2:44][CH2:45][N:40]2[CH2:39][CH2:38][N:37]1[C:46]1[CH:55]=[CH:54][C:49]([C:50](OC)=[O:51])=[CH:48][CH:47]=1.